From a dataset of Catalyst prediction with 721,799 reactions and 888 catalyst types from USPTO. Predict which catalyst facilitates the given reaction. (1) Reactant: [CH2:1]([O:8][N:9]1[C:15](=[O:16])[N:14]2[CH2:17][C@H:10]1[CH2:11][CH2:12][C@H:13]2[C:18]([OH:20])=O)[C:2]1[CH:7]=[CH:6][CH:5]=[CH:4][CH:3]=1.[NH2:21][O:22][CH2:23][C:24]1[N:25]=[CH:26][N:27]([C:29]([O:31][C:32]([CH3:35])([CH3:34])[CH3:33])=[O:30])[CH:28]=1.ON1C2C=CC=CC=2N=N1.Cl.C(N=C=NCCCN(C)C)C. Product: [CH2:1]([O:8][N:9]1[C:15](=[O:16])[N:14]2[CH2:17][C@H:10]1[CH2:11][CH2:12][C@H:13]2[C:18]([NH:21][O:22][CH2:23][C:24]1[N:25]=[CH:26][N:27]([C:29]([O:31][C:32]([CH3:35])([CH3:34])[CH3:33])=[O:30])[CH:28]=1)=[O:20])[C:2]1[CH:3]=[CH:4][CH:5]=[CH:6][CH:7]=1. The catalyst class is: 2. (2) Reactant: C([O-])(=O)C.[Na+].Br[CH:7]([CH:12]1[CH2:14][CH2:13]1)[C:8]([O:10]C)=[O:9].[CH3:15][O:16][C:17]1[CH:23]=[CH:22][C:21]([CH2:24][S:25]([CH2:28][CH2:29][C:30]2[C:35]([O:36][CH3:37])=[CH:34][C:33]([O:38][CH3:39])=[CH:32][C:31]=2[O:40][CH3:41])(=[O:27])=[O:26])=[CH:20][C:18]=1[NH2:19].C(Cl)(Cl)Cl.CO. Product: [CH:12]1([CH:7]([NH:19][C:18]2[CH:20]=[C:21]([CH2:24][S:25]([CH2:28][CH2:29][C:30]3[C:31]([O:40][CH3:41])=[CH:32][C:33]([O:38][CH3:39])=[CH:34][C:35]=3[O:36][CH3:37])(=[O:27])=[O:26])[CH:22]=[CH:23][C:17]=2[O:16][CH3:15])[C:8]([OH:10])=[O:9])[CH2:14][CH2:13]1. The catalyst class is: 8. (3) Reactant: [C:1]([O:5][C:6]([N:8]1[C:12]2[CH:13]=[CH:14][C:15](Br)=[C:16]([CH2:17][CH2:18][CH2:19][NH2:20])[C:11]=2[O:10][CH:9]1[CH2:22][CH3:23])=[O:7])([CH3:4])([CH3:3])[CH3:2].[CH:24]([Sn](CCCC)(CCCC)CCCC)=[CH2:25]. Product: [C:1]([O:5][C:6]([N:8]1[C:12]2[CH:13]=[CH:14][C:15]([CH:24]=[CH2:25])=[C:16]([CH2:17][CH2:18][CH2:19][NH2:20])[C:11]=2[O:10][CH:9]1[CH2:22][CH3:23])=[O:7])([CH3:4])([CH3:3])[CH3:2]. The catalyst class is: 109. (4) Reactant: C(N(CC)CC)C.[CH2:8]([OH:16])[CH2:9][CH2:10][CH2:11][CH2:12][CH2:13][CH2:14][CH3:15].[N:17]1[CH:22]=[CH:21][CH:20]=[CH:19][C:18]=1[S:23](Cl)(=[O:25])=[O:24]. Product: [N:17]1[CH:22]=[CH:21][CH:20]=[CH:19][C:18]=1[S:23]([C:8](=[O:16])[CH2:9][CH2:10][CH2:11][CH2:12][CH2:13][CH2:14][CH3:15])(=[O:25])=[O:24]. The catalyst class is: 6.